From a dataset of Full USPTO retrosynthesis dataset with 1.9M reactions from patents (1976-2016). Predict the reactants needed to synthesize the given product. (1) The reactants are: [C:1]([OH:12])(=O)/[CH:2]=[CH:3]/[CH2:4][CH2:5][CH2:6][CH2:7][CH2:8][CH2:9][CH3:10].[CH3:13][NH:14][CH2:15][CH2:16][N:17]([CH3:19])[CH3:18]. Given the product [CH3:18][N:17]([CH3:19])[CH2:16][CH2:15][N:14]([CH3:13])[C:1](=[O:12])/[CH:2]=[CH:3]/[CH2:4][CH2:5][CH2:6][CH2:7][CH2:8][CH2:9][CH3:10], predict the reactants needed to synthesize it. (2) Given the product [CH3:19][CH2:18][CH2:17][CH2:16][C:15]([N:7]([C@H:8]([C:12]([OH:14])=[O:13])[CH:9]([CH3:11])[CH3:10])[CH2:6][C:5]1[CH:4]=[CH:3][C:2]([C:33]2[CH:32]=[CH:31][CH:30]=[CH:29][C:28]=2[C:27]2[NH:23][N:24]=[N:25][N:26]=2)=[CH:22][CH:21]=1)=[O:20], predict the reactants needed to synthesize it. The reactants are: Br[C:2]1[CH:22]=[CH:21][C:5]([CH2:6][N:7]([C:15](=[O:20])[CH2:16][CH2:17][CH2:18][CH3:19])[C@H:8]([C:12]([OH:14])=[O:13])[CH:9]([CH3:11])[CH3:10])=[CH:4][CH:3]=1.[NH:23]1[C:27]([C:28]2[CH:33]=[CH:32][CH:31]=[CH:30][C:29]=2B(O)O)=[N:26][N:25]=[N:24]1. (3) Given the product [Cl:22][C:13]1[N:12]([C:6]2[C:7](=[O:11])[N:8]([CH3:10])[N:9]=[C:4]([CH:1]([OH:3])[CH3:2])[C:5]=2[O:23][CH3:24])[C:20]2[C:15]([C:14]=1[Cl:21])=[CH:16][CH:17]=[CH:18][CH:19]=2, predict the reactants needed to synthesize it. The reactants are: [C:1]([C:4]1[C:5]([O:23][CH3:24])=[C:6]([N:12]2[C:20]3[C:15](=[CH:16][CH:17]=[CH:18][CH:19]=3)[C:14]([Cl:21])=[C:13]2[Cl:22])[C:7](=[O:11])[N:8]([CH3:10])[N:9]=1)(=[O:3])[CH3:2].[BH4-].[Na+]. (4) Given the product [CH3:29][C:25]1([CH3:11])[CH2:26][CH2:27][CH2:28][C:10]1=[C:9]([C:7]1[O:6][N:5]=[C:4]([CH3:1])[N:8]=1)[C:13]#[N:14], predict the reactants needed to synthesize it. The reactants are: [CH:1]1([C:4]2[N:8]=[C:7]([C:9]3[C:10]4[CH2:28][CH2:27][CH2:26][CH2:25][C:11]=4S[C:13]=3[NH:14]C(N3CCC[C@@H]3C(O)=O)=O)[O:6][N:5]=2)CC1.[CH3:29]C1(C)CCCC1=O.CC1N=C(CC#N)ON=1. (5) Given the product [CH3:23][C:18]1[CH:17]=[C:16]([PH:15][C:10]2[CH:9]=[C:8]([CH3:7])[CH:13]=[C:12]([CH3:14])[CH:11]=2)[CH:21]=[C:20]([CH3:22])[CH:19]=1.[BH3:5], predict the reactants needed to synthesize it. The reactants are: [Cl-].[Ce+3].[Cl-].[Cl-].[BH4-:5].[Na+].[CH3:7][C:8]1[CH:9]=[C:10]([PH:15](=O)[C:16]2[CH:21]=[C:20]([CH3:22])[CH:19]=[C:18]([CH3:23])[CH:17]=2)[CH:11]=[C:12]([CH3:14])[CH:13]=1.[H-].[Al+3].[Li+].[H-].[H-].[H-].Cl. (6) Given the product [C:25]([O:24][C:23]([NH:22][C:17]12[CH2:18][CH2:19][C:14]([CH2:13][CH2:12][C:11]3[C:2]([F:1])=[CH:3][N:4]=[C:5]4[C:10]=3[N:9]=[C:8]([O:30][CH2:32][CH2:33][CH2:34][C:35]([O:37][CH2:38][CH3:39])=[O:36])[CH:7]=[CH:6]4)([CH2:21][CH2:20]1)[O:15][CH2:16]2)=[O:29])([CH3:27])([CH3:26])[CH3:28], predict the reactants needed to synthesize it. The reactants are: [F:1][C:2]1[CH:3]=[N:4][C:5]2[C:10]([C:11]=1[CH2:12][CH2:13][C:14]13[CH2:21][CH2:20][C:17]([NH:22][C:23](=[O:29])[O:24][C:25]([CH3:28])([CH3:27])[CH3:26])([CH2:18][CH2:19]1)[CH2:16][O:15]3)=[N:9][C:8]([OH:30])=[CH:7][CH:6]=2.Br[CH2:32][CH2:33][CH2:34][C:35]([O:37][CH2:38][CH3:39])=[O:36]. (7) Given the product [CH3:17][O:16][C:14](=[O:15])[CH2:13][C:12]1[C:3]2[C:2]([Cl:1])=[CH:7][C:6]([O:8][CH3:9])=[CH:5][C:4]=2[S:10][C:11]=1[CH3:19], predict the reactants needed to synthesize it. The reactants are: [Cl:1][C:2]1[CH:3]=[C:4]([S:10][CH:11]([CH3:19])[C:12](=O)[CH2:13][C:14]([O:16][CH3:17])=[O:15])[CH:5]=[C:6]([O:8][CH3:9])[CH:7]=1.CS(O)(=O)=O. (8) Given the product [ClH:1].[OH:7][C:8]1[CH:9]=[C:10]2[C:15](=[CH:16][CH:17]=1)[C:14]([O:18][C:19]1[CH:20]=[CH:21][C:22]([O:25][CH2:26][CH2:27][N:28]3[CH2:29][CH2:30][CH2:31][CH2:32][CH2:33]3)=[CH:23][CH:24]=1)=[C:13]([C:34]1[CH:38]=[CH:37][S:36][C:35]=1[C:39]#[N:40])[CH:12]=[CH:11]2, predict the reactants needed to synthesize it. The reactants are: [ClH:1].CCOCC.[OH:7][C:8]1[CH:9]=[C:10]2[C:15](=[CH:16][CH:17]=1)[C:14]([O:18][C:19]1[CH:24]=[CH:23][C:22]([O:25][CH2:26][CH2:27][N:28]3[CH2:33][CH2:32][CH2:31][CH2:30][CH2:29]3)=[CH:21][CH:20]=1)=[C:13]([C:34]1[CH:38]=[CH:37][S:36][C:35]=1[C:39]#[N:40])[CH:12]=[CH:11]2. (9) Given the product [CH2:19]([C:23]1[CH:28]=[CH:27][C:26]([N:29]([CH2:2][C:3]([N:5]2[CH2:10][CH2:9][N:8]([C:11]3[C:12]([C:13]#[N:14])=[CH:15][CH:16]=[CH:17][N:18]=3)[CH2:7][CH2:6]2)=[O:4])[S:30]([CH3:33])(=[O:32])=[O:31])=[CH:25][CH:24]=1)[CH2:20][CH2:21][CH3:22], predict the reactants needed to synthesize it. The reactants are: Cl[CH2:2][C:3]([N:5]1[CH2:10][CH2:9][N:8]([C:11]2[N:18]=[CH:17][CH:16]=[CH:15][C:12]=2[C:13]#[N:14])[CH2:7][CH2:6]1)=[O:4].[CH2:19]([C:23]1[CH:28]=[CH:27][C:26]([NH:29][S:30]([CH3:33])(=[O:32])=[O:31])=[CH:25][CH:24]=1)[CH2:20][CH2:21][CH3:22].C(=O)([O-])[O-].[K+].[K+].[I-].[K+].